Dataset: Catalyst prediction with 721,799 reactions and 888 catalyst types from USPTO. Task: Predict which catalyst facilitates the given reaction. (1) Reactant: [CH3:1][C:2]([C:9]1[CH:14]=[CH:13][C:12]([N+:15]([O-])=O)=[CH:11][CH:10]=1)([CH3:8])[C:3]([O:5][CH2:6][CH3:7])=[O:4]. Product: [NH2:15][C:12]1[CH:11]=[CH:10][C:9]([C:2]([CH3:1])([CH3:8])[C:3]([O:5][CH2:6][CH3:7])=[O:4])=[CH:14][CH:13]=1. The catalyst class is: 312. (2) Reactant: [C:1]1([C:7]#[C:8][C:9]([OH:11])=O)[CH:6]=[CH:5][CH:4]=[CH:3][CH:2]=1.O.ON1C2C=CC=CC=2N=N1.[CH2:23]([NH:30][CH3:31])[C:24]1[CH:29]=[CH:28][CH:27]=[CH:26][CH:25]=1.C(N(CC)CC)C.Cl.C(N=C=NCCCN(C)C)C. Product: [CH2:23]([N:30]([CH3:31])[C:9](=[O:11])[C:8]#[C:7][C:1]1[CH:2]=[CH:3][CH:4]=[CH:5][CH:6]=1)[C:24]1[CH:29]=[CH:28][CH:27]=[CH:26][CH:25]=1. The catalyst class is: 2. (3) Reactant: [F:1][C:2]1[CH:3]=[C:4]([CH:41]=[CH:42][CH:43]=1)[CH2:5][N:6]1[C:14]2[C:9](=[CH:10][C:11]([NH:15][C:16]3[C:25]4[C:20](=[CH:21][CH:22]=[CH:23][C:24]=4[CH2:26][N:27]4[CH2:32][CH2:31][CH:30]([NH:33]C(=O)OC(C)(C)C)[CH2:29][CH2:28]4)[N:19]=[CH:18][N:17]=3)=[CH:12][CH:13]=2)[CH:8]=[N:7]1. Product: [F:1][C:2]1[CH:3]=[C:4]([CH:41]=[CH:42][CH:43]=1)[CH2:5][N:6]1[C:14]2[C:9](=[CH:10][C:11]([NH:15][C:16]3[C:25]4[C:20](=[CH:21][CH:22]=[CH:23][C:24]=4[CH2:26][N:27]4[CH2:32][CH2:31][CH:30]([NH2:33])[CH2:29][CH2:28]4)[N:19]=[CH:18][N:17]=3)=[CH:12][CH:13]=2)[CH:8]=[N:7]1. The catalyst class is: 137. (4) Reactant: Cl[CH2:2][C:3]([NH:5][C:6]1[C:11]([CH3:12])=[CH:10][CH:9]=[CH:8][C:7]=1[CH3:13])=[O:4].[NH:14]1[CH2:19][CH2:18][NH:17][CH2:16][CH2:15]1.CO. Product: [CH3:13][C:7]1[CH:8]=[CH:9][CH:10]=[C:11]([CH3:12])[C:6]=1[NH:5][C:3](=[O:4])[CH2:2][N:14]1[CH2:19][CH2:18][NH:17][CH2:16][CH2:15]1. The catalyst class is: 6. (5) Reactant: C1COCC1.CO.C[Si]([C:12]#[C:13][C:14]1[CH:15]=[CH:16][C:17]2[N:18]([CH3:33])[C:19]3[C:24]([C:25]=2[CH:26]=1)=[CH:23][C:22]([C:27]#[C:28][Si](C)(C)C)=[CH:21][CH:20]=3)(C)C.[OH-].[Na+]. Product: [C:27]([C:22]1[CH:21]=[CH:20][C:19]2[N:18]([CH3:33])[C:17]3[C:25]([C:24]=2[CH:23]=1)=[CH:26][C:14]([C:13]#[CH:12])=[CH:15][CH:16]=3)#[CH:28]. The catalyst class is: 34. (6) Reactant: [I:1][C:2]1[CH:3]=[C:4]([CH:8]=[CH:9][C:10]=1[OH:11])[C:5]([OH:7])=O.C(Cl)CCl.C1C=CC2N(O)N=NC=2C=1.CCN(C(C)C)C(C)C.[C:35]1([CH2:41][CH2:42][CH2:43][CH2:44][CH2:45][CH2:46][CH2:47][CH2:48][NH2:49])[CH:40]=[CH:39][CH:38]=[CH:37][CH:36]=1. Product: [C:35]1([CH2:41][CH2:42][CH2:43][CH2:44][CH2:45][CH2:46][CH2:47][CH2:48][NH:49][C:5](=[O:7])[C:4]2[CH:8]=[CH:9][C:10]([OH:11])=[C:2]([I:1])[CH:3]=2)[CH:40]=[CH:39][CH:38]=[CH:37][CH:36]=1. The catalyst class is: 18. (7) Reactant: [SiH](CC)(CC)CC.B(F)(F)F.CCOCC.[Br:17][C:18]1[CH:19]=[C:20]([CH:24]([C:26]2[CH:31]=[CH:30][C:29]([O:32][CH2:33][CH3:34])=[CH:28][CH:27]=2)O)[CH:21]=[CH:22][CH:23]=1.C(=O)([O-])[O-].[Na+].[Na+]. Product: [Br:17][C:18]1[CH:23]=[CH:22][CH:21]=[C:20]([CH2:24][C:26]2[CH:31]=[CH:30][C:29]([O:32][CH2:33][CH3:34])=[CH:28][CH:27]=2)[CH:19]=1. The catalyst class is: 22. (8) Reactant: [C:1]([O:9][CH2:10][CH3:11])(=[O:8])[CH2:2][C:3]([O:5]CC)=O.[CH:12](NC=O)([NH:16]C=O)[NH:13][CH:14]=O.C1(C)C=CC(S(O)(=O)=O)=CC=1. Product: [OH:5][C:3]1[C:2]([C:1]([O:9][CH2:10][CH3:11])=[O:8])=[CH:14][N:13]=[CH:12][N:16]=1. The catalyst class is: 6.